The task is: Regression. Given a peptide amino acid sequence and an MHC pseudo amino acid sequence, predict their binding affinity value. This is MHC class II binding data.. This data is from Peptide-MHC class II binding affinity with 134,281 pairs from IEDB. (1) The peptide sequence is EAKITMLTNGQCQNI. The MHC is HLA-DPA10201-DPB10101 with pseudo-sequence HLA-DPA10201-DPB10101. The binding affinity (normalized) is 0.384. (2) The peptide sequence is ASKVAATAANAAPAN. The MHC is HLA-DPA10201-DPB11401 with pseudo-sequence HLA-DPA10201-DPB11401. The binding affinity (normalized) is 0.558.